Task: Predict the reactants needed to synthesize the given product.. Dataset: Full USPTO retrosynthesis dataset with 1.9M reactions from patents (1976-2016) (1) Given the product [Cl:18][C:19]1[N:20]=[C:21]([NH2:26])[N:22]=[C:23]([NH:17][C:14]2[CH:15]=[CH:16][C:11]([NH:10][C:9]3[CH:8]=[CH:7][N:6]=[C:5]4[NH:1][CH:2]=[CH:3][C:4]=34)=[CH:12][CH:13]=2)[CH:24]=1, predict the reactants needed to synthesize it. The reactants are: [NH:1]1[C:5]2=[N:6][CH:7]=[CH:8][C:9]([NH:10][C:11]3[CH:16]=[CH:15][C:14]([NH2:17])=[CH:13][CH:12]=3)=[C:4]2[CH:3]=[CH:2]1.[Cl:18][C:19]1[CH:24]=[C:23](Cl)[N:22]=[C:21]([NH2:26])[N:20]=1.Cl.[OH-].[Na+]. (2) Given the product [O:17]1[CH:18]=[CH:19][CH:20]=[C:16]1[CH2:15][O:14][C:12]([NH:11][C:5]1([C:3]([OH:4])=[O:2])[CH2:10][CH2:9][CH2:8][CH2:7][CH2:6]1)=[O:13], predict the reactants needed to synthesize it. The reactants are: C[O:2][C:3]([C:5]1([NH:11][C:12]([O:14][CH2:15][C:16]2[O:17][CH:18]=[CH:19][CH:20]=2)=[O:13])[CH2:10][CH2:9][CH2:8][CH2:7][CH2:6]1)=[O:4].[OH-].[Na+].